Dataset: Reaction yield outcomes from USPTO patents with 853,638 reactions. Task: Predict the reaction yield, written as a fraction of the theoretical maximum amount of product (1.0 means a 100% yield; for example, 0.34 means a 34% yield). (1) The product is [Br:1][C:2]1[CH:20]=[CH:19][C:5]([CH2:6][N:7]([CH2:8][C:9]([O:11][CH2:12][C:13]2[CH:18]=[CH:17][CH:16]=[CH:15][CH:14]=2)=[O:10])[C:21](=[O:23])[CH3:22])=[CH:4][CH:3]=1. The catalyst is C(Cl)Cl. The yield is 0.990. The reactants are [Br:1][C:2]1[CH:20]=[CH:19][C:5]([CH2:6][NH:7][CH2:8][C:9]([O:11][CH2:12][C:13]2[CH:18]=[CH:17][CH:16]=[CH:15][CH:14]=2)=[O:10])=[CH:4][CH:3]=1.[C:21](OC(=O)C)(=[O:23])[CH3:22]. (2) The reactants are [CH2:1]([Sn](CCCC)(CCCC)C=C)[CH2:2]CC.[Cl-].[Li+].Br[C:19]1[CH:20]=[CH:21][CH:22]=[C:23]2[C:27]=1[NH:26][CH:25]=[CH:24]2.O. The catalyst is CN(C)C=O.C1([Pd-2](Cl)(Cl)C2C=CC=CC=2)C=CC=CC=1.C1(P(C2C=CC=CC=2)C2C=CC=CC=2)C=CC=CC=1.C(OCC)(=O)C. The product is [CH:1]([C:19]1[CH:20]=[CH:21][CH:22]=[C:23]2[C:27]=1[NH:26][CH:25]=[CH:24]2)=[CH2:2]. The yield is 0.800.